Dataset: Reaction yield outcomes from USPTO patents with 853,638 reactions. Task: Predict the reaction yield, written as a fraction of the theoretical maximum amount of product (1.0 means a 100% yield; for example, 0.34 means a 34% yield). (1) The reactants are [CH3:1][O:2][C:3]1[N:8]=[C:7]([C:9]2([C:13]#[N:14])[CH2:12][CH2:11][CH2:10]2)[CH:6]=[CH:5][CH:4]=1.[H-].[Al+3].[Li+].[H-].[H-].[H-].O.[OH-].[Na+]. The catalyst is C1COCC1. The product is [CH3:1][O:2][C:3]1[N:8]=[C:7]([C:9]2([CH2:13][NH2:14])[CH2:12][CH2:11][CH2:10]2)[CH:6]=[CH:5][CH:4]=1. The yield is 0.970. (2) The reactants are [CH3:1][S:2]([C:5]1[CH:10]=[CH:9][C:8]([N:11]2[C:16](=[O:17])[CH:15]=[CH:14][C:13]([C:18]3[CH:28]=[CH:27][C:21]4[CH2:22][CH2:23][NH:24][CH2:25][CH2:26][C:20]=4[CH:19]=3)=[N:12]2)=[CH:7][CH:6]=1)(=[O:4])=[O:3].C(O)(=O)C.[C:33]1(=O)[CH2:36][CH2:35][CH2:34]1.C(O[BH-](OC(=O)C)OC(=O)C)(=O)C.[Na+]. The product is [CH:33]1([N:24]2[CH2:25][CH2:26][C:20]3[CH:19]=[C:18]([C:13]4[CH:14]=[CH:15][C:16](=[O:17])[N:11]([C:8]5[CH:7]=[CH:6][C:5]([S:2]([CH3:1])(=[O:4])=[O:3])=[CH:10][CH:9]=5)[N:12]=4)[CH:28]=[CH:27][C:21]=3[CH2:22][CH2:23]2)[CH2:36][CH2:35][CH2:34]1. The catalyst is C(Cl)Cl.C(OCC)(=O)C. The yield is 0.270. (3) The reactants are [C:1]([O:8][CH3:9])(=[O:7])/[CH:2]=[CH:3]/[C:4]([O-:6])=O.C(Cl)(=O)C(Cl)=O.[C:16]([N:23]1[CH2:28][CH2:27][NH:26][CH2:25][CH2:24]1)([O:18][C:19]([CH3:22])([CH3:21])[CH3:20])=[O:17].C(N(CC)CC)C. The catalyst is C(Cl)Cl.CN(C=O)C. The product is [CH3:9][O:8][C:1](=[O:7])/[CH:2]=[CH:3]/[C:4]([N:26]1[CH2:25][CH2:24][N:23]([C:16]([O:18][C:19]([CH3:22])([CH3:21])[CH3:20])=[O:17])[CH2:28][CH2:27]1)=[O:6]. The yield is 0.210. (4) The reactants are [NH2:1][CH2:2][C:3]1[CH:11]=[CH:10][C:6]([C:7]([OH:9])=[O:8])=[CH:5][CH:4]=1.C([O-])([O-])=O.[Na+].[Na+].[CH:18]1[C:30]2[CH:29]([CH2:31][O:32][C:33](C3CC(=O)N(O)C3=O)=[O:34])[C:28]3[C:23](=[CH:24][CH:25]=[CH:26][CH:27]=3)[C:22]=2[CH:21]=[CH:20][CH:19]=1.Cl. The catalyst is O1CCOCC1. The product is [CH:18]1[C:30]2[CH:29]([CH2:31][O:32][C:33]([NH:1][CH2:2][C:3]3[CH:4]=[CH:5][C:6]([C:7]([OH:9])=[O:8])=[CH:10][CH:11]=3)=[O:34])[C:28]3[C:23](=[CH:24][CH:25]=[CH:26][CH:27]=3)[C:22]=2[CH:21]=[CH:20][CH:19]=1. The yield is 0.990. (5) The reactants are C1CCCCCCC(=O)OCCCCCCC1.NCCCN.[C:23]([O:30]C([O-])=O)(=O)[O:24][C:25]([CH3:28])([CH3:27])[CH3:26].[NH2:34][CH2:35][CH2:36][CH2:37][NH:38][C:39](=[O:55])[CH2:40][CH2:41][CH2:42][CH2:43][CH2:44][CH2:45][CH2:46][CH2:47][CH2:48][CH2:49][CH2:50][CH2:51][CH2:52][CH2:53][OH:54]. The catalyst is CO. The product is [C:25]([O:24][C:23](=[O:30])[NH:34][CH2:35][CH2:36][CH2:37][NH:38][C:39](=[O:55])[CH2:40][CH2:41][CH2:42][CH2:43][CH2:44][CH2:45][CH2:46][CH2:47][CH2:48][CH2:49][CH2:50][CH2:51][CH2:52][CH2:53][OH:54])([CH3:26])([CH3:27])[CH3:28]. The yield is 0.793. (6) The reactants are [CH:1]1[C:11]2[CH:10]([O:12][CH2:13][CH2:14][OH:15])[C:9]3[CH:16]=[CH:17][CH:18]=[CH:19][C:8]=3[CH2:7][S:6][C:5]=2[CH:4]=[CH:3][CH:2]=1.C(P(CCCC)CCCC)CCC.[CH2:33]([O:35][C:36](=[O:49])[CH:37]([O:46][CH2:47][CH3:48])[CH2:38][C:39]1[CH:44]=[CH:43][C:42](O)=[CH:41][CH:40]=1)[CH3:34].C1CCN(C(N=NC(N2CCCCC2)=O)=O)CC1. The catalyst is C1C=CC=CC=1.CCCCCCC. The product is [CH2:33]([O:35][C:36](=[O:49])[CH:37]([O:46][CH2:47][CH3:48])[CH2:38][C:39]1[CH:44]=[CH:43][C:42]([O:15][CH2:14][CH2:13][O:12][CH:10]2[C:9]3[CH:16]=[CH:17][CH:18]=[CH:19][C:8]=3[CH2:7][S:6][C:5]3[CH:4]=[CH:3][CH:2]=[CH:1][C:11]2=3)=[CH:41][CH:40]=1)[CH3:34]. The yield is 0.750. (7) The yield is 0.240. The catalyst is CN(C)C=O. The reactants are [I:1][C:2]1[CH:3]=[C:4]2[C:9](=[CH:10][CH:11]=1)[C:8](=[O:12])[NH:7][C:6](=[O:13])/[C:5]/2=[CH:14]\[NH:15][C:16]1[CH:21]=[CH:20][C:19]([N:22]2[CH2:27][CH2:26][N:25](C(OC(C)(C)C)=O)[CH2:24][CH2:23]2)=[CH:18][CH:17]=1.P(=O)(O)(O)O. The product is [I:1][C:2]1[CH:3]=[C:4]2[C:9](=[CH:10][CH:11]=1)[C:8](=[O:12])[NH:7][C:6](=[O:13])/[C:5]/2=[CH:14]\[NH:15][C:16]1[CH:17]=[CH:18][C:19]([N:22]2[CH2:23][CH2:24][NH:25][CH2:26][CH2:27]2)=[CH:20][CH:21]=1. (8) The reactants are Br[CH2:2][CH2:3][O:4][C:5]1[CH:10]=[C:9]([S:11]([CH3:14])(=[O:13])=[O:12])[CH:8]=[C:7]([F:15])[CH:6]=1.[CH2:16]([NH2:19])[CH2:17][CH3:18]. The catalyst is C(O)C. The product is [F:15][C:7]1[CH:6]=[C:5]([CH:10]=[C:9]([S:11]([CH3:14])(=[O:13])=[O:12])[CH:8]=1)[O:4][CH2:3][CH2:2][NH:19][CH2:16][CH2:17][CH3:18]. The yield is 0.870.